Task: Predict the product of the given reaction.. Dataset: Forward reaction prediction with 1.9M reactions from USPTO patents (1976-2016) (1) Given the reactants [C:1]1([C:7]2[CH2:8][CH2:9][NH:10][CH2:11][CH:12]=2)[CH:6]=[CH:5][CH:4]=[CH:3][CH:2]=1.[CH2:13]1[CH2:19][S:16](=[O:18])(=[O:17])[O:15][CH2:14]1, predict the reaction product. The product is: [C:1]1([C:7]2[CH2:12][CH2:11][N:10]([CH2:14][CH2:13][CH2:19][S:16]([OH:18])(=[O:17])=[O:15])[CH2:9][CH:8]=2)[CH:6]=[CH:5][CH:4]=[CH:3][CH:2]=1. (2) The product is: [Br:1][C:2]1[C:3](=[O:13])[C:4]2([CH3:12])[O:10][C:7]([CH3:11])([C:8]=1[O:17][CH:14]([CH3:16])[CH3:15])[CH:6]=[CH:5]2. Given the reactants [Br:1][C:2]1[C:3](=[O:13])[C:4]2([CH3:12])[O:10][C:7]([CH3:11])([C:8]=1Br)[CH:6]=[CH:5]2.[CH:14]([O-:17])([CH3:16])[CH3:15].[Li+].CCCCCC.C(OCC)(=O)C.CCCCCC.P([O-])(O)(O)=O.[Na+], predict the reaction product. (3) Given the reactants [F:1][C:2]1[CH:3]=[C:4]([CH:24]=[CH:25][C:26]=1[F:27])[CH2:5][C@H:6]1[CH2:11][C@H:10]([C:12](=[O:19])[CH2:13][C:14](OCC)=[O:15])[CH2:9][CH2:8][N:7]1[C:20]([O:22][CH3:23])=[O:21].[OH-].[Na+].[NH2:30]O.Cl, predict the reaction product. The product is: [F:1][C:2]1[CH:3]=[C:4]([CH:24]=[CH:25][C:26]=1[F:27])[CH2:5][C@H:6]1[CH2:11][C@H:10]([C:12]2[O:19][NH:30][C:14](=[O:15])[CH:13]=2)[CH2:9][CH2:8][N:7]1[C:20]([O:22][CH3:23])=[O:21]. (4) Given the reactants C(Cl)(=O)C(Cl)=O.[N:7]1([C:13]2[CH:21]=[CH:20][C:16]([C:17]([OH:19])=O)=[CH:15][C:14]=2[C:22]([F:25])([F:24])[F:23])[CH2:12][CH2:11][CH2:10][CH2:9][CH2:8]1.[F:26][C:27]1[CH:28]=[CH:29][C:30]([O:37][CH3:38])=[C:31]([C:33](=[N:35]O)[NH2:34])[CH:32]=1.CCN(C(C)C)C(C)C, predict the reaction product. The product is: [F:26][C:27]1[CH:28]=[CH:29][C:30]([O:37][CH3:38])=[C:31]([C:33]2[N:34]=[C:17]([C:16]3[CH:20]=[CH:21][C:13]([N:7]4[CH2:8][CH2:9][CH2:10][CH2:11][CH2:12]4)=[C:14]([C:22]([F:25])([F:24])[F:23])[CH:15]=3)[O:19][N:35]=2)[CH:32]=1. (5) Given the reactants [F:1][C:2]([F:23])([F:22])[C:3]([N:5]1[CH2:11][CH:10]([CH:12]([CH3:14])[CH3:13])[C:9]2[CH:15]=[C:16]([Br:21])[C:17]([O:19]C)=[CH:18][C:8]=2[CH2:7][CH2:6]1)=[O:4].B(Br)(Br)Br, predict the reaction product. The product is: [F:23][C:2]([F:1])([F:22])[C:3]([N:5]1[CH2:11][CH:10]([CH:12]([CH3:14])[CH3:13])[C:9]2[CH:15]=[C:16]([Br:21])[C:17]([OH:19])=[CH:18][C:8]=2[CH2:7][CH2:6]1)=[O:4]. (6) The product is: [CH:29]([N:28]([CH3:27])[CH2:2][CH2:3][O:4][C:5]1[CH:14]=[C:13]2[C:8]([CH:9]=[CH:10][N:11]([C:16]3[CH:17]=[C:18]([CH:22]=[CH:23][C:24]=3[CH3:25])[C:19]([OH:21])=[O:20])[C:12]2=[O:15])=[CH:7][CH:6]=1)([CH3:31])[CH3:30]. Given the reactants Cl[CH2:2][CH2:3][O:4][C:5]1[CH:14]=[C:13]2[C:8]([CH:9]=[CH:10][N:11]([C:16]3[CH:17]=[C:18]([CH:22]=[CH:23][C:24]=3[CH3:25])[C:19]([OH:21])=[O:20])[C:12]2=[O:15])=[CH:7][CH:6]=1.C[CH2:27][N:28](C(C)C)[CH:29]([CH3:31])[CH3:30].[I-].[K+].CNC(C)C.[N-]=C=O, predict the reaction product. (7) Given the reactants [CH2:1]([O:3][CH2:4][C:5]1[N:6]([CH2:22][CH:23]([CH3:25])[CH3:24])[C:7]2[C:16]3[C:11](=[CH:12][CH:13]=[C:14]([OH:17])[CH:15]=3)[N:10]3[N:18]=[N:19][N:20]=[C:9]3[C:8]=2[N:21]=1)[CH3:2].[N:26]1[CH:31]=[CH:30][CH:29]=[C:28]([CH2:32]O)[CH:27]=1.C1(P(C2C=CC=CC=2)C2C=CC=CC=2)C=CC=CC=1.N(C(OC(C)C)=O)=NC(OC(C)C)=O, predict the reaction product. The product is: [CH2:1]([O:3][CH2:4][C:5]1[N:6]([CH2:22][CH:23]([CH3:24])[CH3:25])[C:7]2[C:16]3[C:11](=[CH:12][CH:13]=[C:14]([O:17][CH2:32][C:28]4[CH:27]=[N:26][CH:31]=[CH:30][CH:29]=4)[CH:15]=3)[N:10]3[N:18]=[N:19][N:20]=[C:9]3[C:8]=2[N:21]=1)[CH3:2]. (8) Given the reactants [CH2:1]([N:3]([CH3:23])[C:4]([N:6]1[CH2:11][CH:10]([C:12]2[CH:17]=[CH:16][C:15]([CH2:18][CH3:19])=[CH:14][CH:13]=2)[CH2:9][CH:8]([C:20]([OH:22])=O)[CH2:7]1)=[O:5])[CH3:2].[F:24][C:25]1[CH:30]=[CH:29][C:28]([C:31](=[NH:34])[NH:32]O)=[CH:27][CH:26]=1, predict the reaction product. The product is: [CH2:1]([N:3]([CH3:23])[C:4]([N:6]1[CH2:7][CH:8]([C:20]2[O:22][N:34]=[C:31]([C:28]3[CH:29]=[CH:30][C:25]([F:24])=[CH:26][CH:27]=3)[N:32]=2)[CH2:9][CH:10]([C:12]2[CH:13]=[CH:14][C:15]([CH2:18][CH3:19])=[CH:16][CH:17]=2)[CH2:11]1)=[O:5])[CH3:2]. (9) Given the reactants [Cl:1][C:2]1[CH:28]=[CH:27][C:5]([CH2:6][C@@H:7]2[CH2:18][CH:17]=[CH:16][CH2:15][CH2:14][C:13](=[O:19])[O:12][C@H:11]([C:20]3[CH:25]=[CH:24][CH:23]=[CH:22][CH:21]=3)[CH2:10][NH:9][C:8]2=[O:26])=[CH:4][CH:3]=1.I[CH3:30].[H-].[Na+], predict the reaction product. The product is: [Cl:1][C:2]1[CH:3]=[CH:4][C:5]([CH2:6][C@@H:7]2[CH2:18][CH:17]=[CH:16][CH2:15][CH2:14][C:13](=[O:19])[O:12][C@H:11]([C:20]3[CH:21]=[CH:22][CH:23]=[CH:24][CH:25]=3)[CH2:10][N:9]([CH3:30])[C:8]2=[O:26])=[CH:27][CH:28]=1. (10) Given the reactants N[C:2]1[CH:7]=[CH:6][C:5]([C:8]2[C:14]3[CH:15]=[C:16]4[O:21][CH2:20][O:19][C:17]4=[CH:18][C:13]=3[CH2:12][C:11]3=[N:22][CH:23]=[C:24]([CH3:25])[N:10]3[N:9]=2)=[CH:4][CH:3]=1.N([O-])=O.[Na+].[Sn](Cl)Cl.CCCC[N+](CCCC)(CCCC)CCCC.[FH:50].F.[F-], predict the reaction product. The product is: [F:50][C:2]1[CH:7]=[CH:6][C:5]([C:8]2[C:14]3[CH:15]=[C:16]4[O:21][CH2:20][O:19][C:17]4=[CH:18][C:13]=3[CH2:12][C:11]3=[N:22][CH:23]=[C:24]([CH3:25])[N:10]3[N:9]=2)=[CH:4][CH:3]=1.